The task is: Predict the reaction yield, written as a fraction of the theoretical maximum amount of product (1.0 means a 100% yield; for example, 0.34 means a 34% yield).. This data is from Reaction yield outcomes from USPTO patents with 853,638 reactions. (1) The reactants are [Cl-].O[NH3+:3].[C:4](=[O:7])([O-])[OH:5].[Na+].CS(C)=O.[CH:13]1([C:16]2[N:44]=[C:19]3[N:20]([CH3:43])[C:21](=[O:42])[C:22]([CH2:27][C:28]4[CH:33]=[CH:32][C:31]([C:34]5[C:35]([C:40]#[N:41])=[CH:36][CH:37]=[CH:38][CH:39]=5)=[CH:30][CH:29]=4)=[C:23]([CH2:24][CH2:25][CH3:26])[N:18]3[N:17]=2)[CH2:15][CH2:14]1. The catalyst is C(OCC)(=O)C. The product is [CH:13]1([C:16]2[N:44]=[C:19]3[N:20]([CH3:43])[C:21](=[O:42])[C:22]([CH2:27][C:28]4[CH:33]=[CH:32][C:31]([C:34]5[CH:39]=[CH:38][CH:37]=[CH:36][C:35]=5[C:40]5[NH:3][C:4](=[O:7])[O:5][N:41]=5)=[CH:30][CH:29]=4)=[C:23]([CH2:24][CH2:25][CH3:26])[N:18]3[N:17]=2)[CH2:15][CH2:14]1. The yield is 0.710. (2) The reactants are [CH2:1](Br)[C:2]1[CH:7]=[CH:6][CH:5]=[CH:4][CH:3]=1.[N-:9]=[N+:10]=[N-:11].[Na+].[Cl:13][C:14]1[N:22]=[C:21]2[C:17]([N:18]=[CH:19][N:20]2[CH2:23][C:24]#[CH:25])=[C:16]([NH:26][CH2:27][C:28]2[CH:33]=[CH:32][CH:31]=[CH:30][CH:29]=2)[N:15]=1.C(N(CC)CC)C. The catalyst is CS(C)=O. The product is [Cl:13][C:14]1[N:22]=[C:21]2[C:17]([N:18]=[CH:19][N:20]2[CH2:23][C:24]2[N:9]=[N:10][N:11]([CH2:1][C:2]3[CH:7]=[CH:6][CH:5]=[CH:4][CH:3]=3)[CH:25]=2)=[C:16]([NH:26][CH2:27][C:28]2[CH:33]=[CH:32][CH:31]=[CH:30][CH:29]=2)[N:15]=1. The yield is 0.800. (3) The reactants are [F:1][C:2]1[CH:3]=[C:4]([CH:9]=[CH:10][C:11]=1[O:12][C:13]1[CH:18]=[CH:17][C:16]([B:19]2OC(C)(C)C(C)(C)[O:20]2)=[C:15]([CH:28]=[O:29])[CH:14]=1)[C:5]([O:7][CH3:8])=[O:6].[BH4-].[Na+]. The catalyst is CO. The product is [OH:20][B:19]1[C:16]2[CH:17]=[CH:18][C:13]([O:12][C:11]3[CH:10]=[CH:9][C:4]([C:5]([O:7][CH3:8])=[O:6])=[CH:3][C:2]=3[F:1])=[CH:14][C:15]=2[CH2:28][O:29]1. The yield is 0.557. (4) The reactants are [F:1][C:2]1[CH:10]=[CH:9][C:5]([C:6]([OH:8])=[O:7])=[CH:4][C:3]=1[N+:11]([O-:13])=[O:12].C(OC(O[C:17]([CH3:20])([CH3:19])[CH3:18])=O)(O[C:17]([CH3:20])([CH3:19])[CH3:18])=O. The catalyst is C(O)(C)(C)C.CN(C1C=CN=CC=1)C.O. The product is [C:17]([O:7][C:6](=[O:8])[C:5]1[CH:9]=[CH:10][C:2]([F:1])=[C:3]([N+:11]([O-:13])=[O:12])[CH:4]=1)([CH3:20])([CH3:19])[CH3:18]. The yield is 0.540. (5) The reactants are [ClH:1].O1CCOCC1.OC(C(F)(F)F)=O.[Cl:15][C:16]1[CH:21]=[CH:20][CH:19]=[CH:18][C:17]=1[C:22]1[O:26][C:25]([C:27]([N:29]2[CH2:34][CH2:33][N:32](C(OC(C)(C)C)=O)[CH2:31][CH:30]2[CH2:42][O:43][C:44]2[CH:45]=[N:46][CH:47]=[CH:48][CH:49]=2)=[O:28])=[CH:24][CH:23]=1. The catalyst is CO. The product is [ClH:15].[ClH:1].[Cl:15][C:16]1[CH:21]=[CH:20][CH:19]=[CH:18][C:17]=1[C:22]1[O:26][C:25]([C:27]([N:29]2[CH2:34][CH2:33][NH:32][CH2:31][CH:30]2[CH2:42][O:43][C:44]2[CH:45]=[N:46][CH:47]=[CH:48][CH:49]=2)=[O:28])=[CH:24][CH:23]=1. The yield is 0.590. (6) The reactants are [CH2:1]([O:3][C:4]([C:6]1[N:7]=[C:8]([NH:11][C:12](=[O:27])[CH:13]([C:20]2[CH:25]=[CH:24][C:23]([Cl:26])=[CH:22][CH:21]=2)[CH2:14][CH:15]2[CH2:19][CH2:18][CH2:17][CH2:16]2)[S:9][CH:10]=1)=[O:5])C.S(=O)(=O)(O)O. The catalyst is CO. The product is [CH3:1][O:3][C:4]([C:6]1[N:7]=[C:8]([NH:11][C:12](=[O:27])[CH:13]([C:20]2[CH:21]=[CH:22][C:23]([Cl:26])=[CH:24][CH:25]=2)[CH2:14][CH:15]2[CH2:16][CH2:17][CH2:18][CH2:19]2)[S:9][CH:10]=1)=[O:5]. The yield is 0.407. (7) The reactants are [CH2:1]([O:4][N:5]([C@H]1CN(C(OC(C)(C)C)=O)[C@H](CO[Si](C(C)(C)C)(C)C)C(C)=C1)[S:6]([C:9]1[CH:14]=[CH:13][CH:12]=[CH:11][C:10]=1[N+:15]([O-:17])=[O:16])(=[O:8])=[O:7])[CH:2]=[CH2:3].[Si:41]([O:48][CH2:49][C@@H:50]1[C:55]([CH:56]([CH3:58])[CH3:57])=[CH:54][C@H:53](O)[CH2:52][N:51]1[C:60]([O:62][C:63]([CH3:66])([CH3:65])[CH3:64])=[O:61])([C:44]([CH3:47])([CH3:46])[CH3:45])([CH3:43])[CH3:42]. No catalyst specified. The product is [CH2:1]([O:4][N:5]([C@H:53]1[CH2:52][N:51]([C:60]([O:62][C:63]([CH3:65])([CH3:64])[CH3:66])=[O:61])[C@H:50]([CH2:49][O:48][Si:41]([C:44]([CH3:47])([CH3:46])[CH3:45])([CH3:42])[CH3:43])[C:55]([CH:56]([CH3:58])[CH3:57])=[CH:54]1)[S:6]([C:9]1[CH:14]=[CH:13][CH:12]=[CH:11][C:10]=1[N+:15]([O-:17])=[O:16])(=[O:8])=[O:7])[CH:2]=[CH2:3]. The yield is 0.780. (8) The reactants are [F:1][C:2]([F:33])([CH2:29][CH2:30][CH2:31][CH3:32])[CH:3]([OH:28])[CH2:4][CH2:5][C@H:6]1[C@H:10]([O:11][CH:12]2[CH2:17][CH2:16][CH2:15][CH2:14][O:13]2)[CH2:9][C@H:8]([OH:18])[C@@H:7]1[CH2:19][CH2:20][CH2:21][CH2:22][CH2:23][CH2:24][C:25]([OH:27])=[O:26].C(N(C(C)C)CC)(C)C.[CH2:43](Br)[C:44]1[CH:49]=[CH:48][CH:47]=[CH:46][CH:45]=1. The catalyst is C(#N)C. The product is [F:33][C:2]([F:1])([CH2:29][CH2:30][CH2:31][CH3:32])[CH:3]([OH:28])[CH2:4][CH2:5][C@H:6]1[C@H:10]([O:11][CH:12]2[CH2:17][CH2:16][CH2:15][CH2:14][O:13]2)[CH2:9][C@H:8]([OH:18])[C@@H:7]1[CH2:19][CH2:20][CH2:21][CH2:22][CH2:23][CH2:24][C:25]([O:27][CH2:43][C:44]1[CH:49]=[CH:48][CH:47]=[CH:46][CH:45]=1)=[O:26]. The yield is 0.991. (9) The reactants are [Cl:1][C:2]1[CH:3]=[CH:4][C:5]([S:8]([NH:11][C:12]2[CH:13]=[CH:14][C:15]([F:36])=[C:16]([C@:18]3([CH:33]([F:35])[F:34])[C@@H:24]4[C@@H:22]([CH2:23]4)[O:21][C:20]([NH:25]C(=O)OC(C)(C)C)=[N:19]3)[CH:17]=2)(=[O:10])=[O:9])=[N:6][CH:7]=1.FC(F)(F)C(O)=O. The catalyst is C(Cl)Cl. The product is [NH2:25][C:20]1[O:21][C@H:22]2[C@@H:24]([C@:18]([C:16]3[CH:17]=[C:12]([NH:11][S:8]([C:5]4[CH:4]=[CH:3][C:2]([Cl:1])=[CH:7][N:6]=4)(=[O:9])=[O:10])[CH:13]=[CH:14][C:15]=3[F:36])([CH:33]([F:34])[F:35])[N:19]=1)[CH2:23]2. The yield is 0.900. (10) The reactants are [CH2:1]([NH:8][CH2:9][CH2:10][NH:11][C:12](=[O:18])[O:13][C:14]([CH3:17])([CH3:16])[CH3:15])[C:2]1[CH:7]=[CH:6][CH:5]=[CH:4][CH:3]=1.I[CH3:20]. The catalyst is C(Cl)(Cl)Cl. The product is [CH2:1]([N:8]([CH2:9][CH2:10][NH:11][C:12](=[O:18])[O:13][C:14]([CH3:15])([CH3:17])[CH3:16])[CH3:20])[C:2]1[CH:7]=[CH:6][CH:5]=[CH:4][CH:3]=1. The yield is 0.500.